Dataset: Forward reaction prediction with 1.9M reactions from USPTO patents (1976-2016). Task: Predict the product of the given reaction. (1) Given the reactants [F:1][C:2]1[CH:7]=[CH:6][C:5]([C:8]2([C:13]([OH:15])=O)[CH2:12][CH2:11][CH2:10][CH2:9]2)=[CH:4][CH:3]=1.[NH2:16][CH2:17][CH2:18][CH2:19][N:20]1[CH2:25][CH2:24][CH:23]([C:26]2[CH:27]=[C:28]([NH:32][C:33](=[O:37])[CH:34]([CH3:36])[CH3:35])[CH:29]=[CH:30][CH:31]=2)[CH2:22][CH2:21]1.C(Cl)(Cl)Cl, predict the reaction product. The product is: [F:1][C:2]1[CH:3]=[CH:4][C:5]([C:8]2([C:13]([NH:16][CH2:17][CH2:18][CH2:19][N:20]3[CH2:25][CH2:24][CH:23]([C:26]4[CH:31]=[CH:30][CH:29]=[C:28]([NH:32][C:33](=[O:37])[CH:34]([CH3:35])[CH3:36])[CH:27]=4)[CH2:22][CH2:21]3)=[O:15])[CH2:9][CH2:10][CH2:11][CH2:12]2)=[CH:6][CH:7]=1. (2) Given the reactants [CH2:1]([Mg]Cl)[C:2]1[CH:7]=[CH:6][CH:5]=[CH:4][CH:3]=1.CCOCC.[C:15](=[S:17])=[S:16].[C:18]([OH:25])(=[O:24])/[CH:19]=[CH:20]/[C:21]([OH:23])=[O:22], predict the reaction product. The product is: [C:2]1([CH2:1][C:15]([S:17][CH:20]([CH2:19][C:18]([OH:25])=[O:24])[C:21]([OH:23])=[O:22])=[S:16])[CH:7]=[CH:6][CH:5]=[CH:4][CH:3]=1. (3) The product is: [NH2:11][C:10]1[C:5]([C:3]([OH:4])=[O:2])=[N:6][CH:7]=[C:8]([CH2:12][CH2:13][O:14][CH3:15])[N:9]=1. Given the reactants C[O:2][C:3]([C:5]1[C:10]([NH2:11])=[N:9][C:8]([CH2:12][CH2:13][O:14][CH3:15])=[CH:7][N:6]=1)=[O:4].[OH-].[Na+].Cl, predict the reaction product.